This data is from NCI-60 drug combinations with 297,098 pairs across 59 cell lines. The task is: Regression. Given two drug SMILES strings and cell line genomic features, predict the synergy score measuring deviation from expected non-interaction effect. (1) Drug 1: CCN(CC)CCNC(=O)C1=C(NC(=C1C)C=C2C3=C(C=CC(=C3)F)NC2=O)C. Drug 2: C#CCC(CC1=CN=C2C(=N1)C(=NC(=N2)N)N)C3=CC=C(C=C3)C(=O)NC(CCC(=O)O)C(=O)O. Cell line: EKVX. Synergy scores: CSS=1.98, Synergy_ZIP=0.610, Synergy_Bliss=2.47, Synergy_Loewe=2.41, Synergy_HSA=-0.677. (2) Drug 1: CC1OCC2C(O1)C(C(C(O2)OC3C4COC(=O)C4C(C5=CC6=C(C=C35)OCO6)C7=CC(=C(C(=C7)OC)O)OC)O)O. Drug 2: CN(C)N=NC1=C(NC=N1)C(=O)N. Cell line: NCIH23. Synergy scores: CSS=54.4, Synergy_ZIP=1.48, Synergy_Bliss=0.632, Synergy_Loewe=-30.3, Synergy_HSA=1.54. (3) Drug 1: C(=O)(N)NO. Drug 2: C#CCC(CC1=CN=C2C(=N1)C(=NC(=N2)N)N)C3=CC=C(C=C3)C(=O)NC(CCC(=O)O)C(=O)O. Cell line: NCI-H226. Synergy scores: CSS=3.93, Synergy_ZIP=-1.53, Synergy_Bliss=-0.113, Synergy_Loewe=-0.217, Synergy_HSA=-2.50.